This data is from Catalyst prediction with 721,799 reactions and 888 catalyst types from USPTO. The task is: Predict which catalyst facilitates the given reaction. (1) Reactant: [CH2:1]1[CH2:6][C@H:5]([C:7]([OH:9])=[O:8])[CH2:4][CH2:3][C@H:2]1[CH2:10][NH2:11].[CH3:12][CH:13]([CH3:33])[CH2:14][C:15]([O:17][CH:18]([O:22][C:23](ON1C(=O)CCC1=O)=[O:24])[CH2:19][CH2:20][CH3:21])=[O:16]. Product: [CH3:33][CH:13]([CH3:12])[CH2:14][C:15]([O:17][CH:18]([O:22][C:23]([NH:11][CH2:10][C@H:2]1[CH2:3][CH2:4][C@H:5]([C:7]([OH:9])=[O:8])[CH2:6][CH2:1]1)=[O:24])[CH2:19][CH2:20][CH3:21])=[O:16]. The catalyst class is: 761. (2) Reactant: [Cl:16][C:13]1[CH:14]=[CH:15][C:10]([S:9][S:9][C:10]2[CH:15]=[CH:14][C:13]([Cl:16])=[CH:12][CH:11]=2)=[CH:11][CH:12]=1.S(Cl)(Cl)(=O)=O.[Br:22][C:23]1[CH:31]=[C:30]([F:32])[CH:29]=[C:28]2[C:24]=1[CH:25]=[C:26]([C:33]([O:35][CH3:36])=[O:34])[NH:27]2.C([O-])(O)=O.[Na+]. Product: [Br:22][C:23]1[CH:31]=[C:30]([F:32])[CH:29]=[C:28]2[C:24]=1[C:25]([S:9][C:10]1[CH:11]=[CH:12][C:13]([Cl:16])=[CH:14][CH:15]=1)=[C:26]([C:33]([O:35][CH3:36])=[O:34])[NH:27]2. The catalyst class is: 825. (3) Reactant: [CH2:1]([O:3][C:4]([C:6]1[C:7](=[O:29])[C:8]2[CH:13]=[N:12][C:11](S(C)(=O)=O)=[N:10][C:9]=2[N:18]([C:20]2[CH:21]=[C:22]3[C:26](=[CH:27][CH:28]=2)[CH2:25][CH2:24][CH2:23]3)[CH:19]=1)=[O:5])[CH3:2].OC(C(F)(F)F)=O.OC(C(F)(F)F)=O.OC(C(F)(F)F)=O.[NH2:51][C:52]1[CH:57]=[CH:56][C:55]([CH:58]2[CH2:63][CH2:62][N:61]([C:64](=[O:73])[CH2:65][N:66]3[CH2:71][CH2:70][N:69]([CH3:72])[CH2:68][CH2:67]3)[CH2:60][CH2:59]2)=[CH:54][CH:53]=1. Product: [CH2:1]([O:3][C:4]([C:6]1[C:7](=[O:29])[C:8]2[CH:13]=[N:12][C:11]([NH:51][C:52]3[CH:57]=[CH:56][C:55]([CH:58]4[CH2:63][CH2:62][N:61]([C:64](=[O:73])[CH2:65][N:66]5[CH2:67][CH2:68][N:69]([CH3:72])[CH2:70][CH2:71]5)[CH2:60][CH2:59]4)=[CH:54][CH:53]=3)=[N:10][C:9]=2[N:18]([C:20]2[CH:21]=[C:22]3[C:26](=[CH:27][CH:28]=2)[CH2:25][CH2:24][CH2:23]3)[CH:19]=1)=[O:5])[CH3:2]. The catalyst class is: 41. (4) Reactant: Cl[C:2]1[CH:7]=[C:6]([C:8]2[CH:13]=[CH:12][CH:11]=[CH:10][CH:9]=2)[N:5]=[C:4]([NH:14][C:15](=[O:29])[CH2:16][CH2:17][C:18]([C:20]2[CH:21]=[CH:22][C:23]3[O:27][CH2:26][CH2:25][C:24]=3[CH:28]=2)=[O:19])[CH:3]=1.C1(C2C=CC=CC=2)C=CC=CC=1P(C1CCCCC1)C1CCCCC1.C(=O)([O-])[O-].[K+].[K+].CC1(C)C(C)(C)OB([C:69]2[CH:70]=[C:71]3[C:75](=[CH:76][CH:77]=2)[NH:74][CH:73]=[CH:72]3)O1. Product: [O:27]1[C:23]2[CH:22]=[CH:21][C:20]([C:18](=[O:19])[CH2:17][CH2:16][C:15]([NH:14][C:4]3[CH:3]=[C:2]([C:69]4[CH:70]=[C:71]5[C:75](=[CH:76][CH:77]=4)[NH:74][CH:73]=[CH:72]5)[CH:7]=[C:6]([C:8]4[CH:13]=[CH:12][CH:11]=[CH:10][CH:9]=4)[N:5]=3)=[O:29])=[CH:28][C:24]=2[CH2:25][CH2:26]1. The catalyst class is: 110. (5) Reactant: [NH2:1][C:2]1[CH:7]=[CH:6][CH:5]=[CH:4][C:3]=1[NH:8][C:9]([C:11]1[N:12]=[C:13]([N:16]2[C:24]3[C:19](=[CH:20][CH:21]=[C:22]([C:25]([F:28])([F:27])[F:26])[CH:23]=3)[C:18]([CH2:29][CH:30]([CH3:32])[CH3:31])=[CH:17]2)[S:14][CH:15]=1)=O. Product: [CH2:29]([C:18]1[C:19]2[C:24](=[CH:23][C:22]([C:25]([F:28])([F:27])[F:26])=[CH:21][CH:20]=2)[N:16]([C:13]2[S:14][CH:15]=[C:11]([C:9]3[NH:8][C:3]4[CH:4]=[CH:5][CH:6]=[CH:7][C:2]=4[N:1]=3)[N:12]=2)[CH:17]=1)[CH:30]([CH3:32])[CH3:31]. The catalyst class is: 86.